Dataset: Full USPTO retrosynthesis dataset with 1.9M reactions from patents (1976-2016). Task: Predict the reactants needed to synthesize the given product. Given the product [F:18][C:15]([F:16])([F:17])[C:12]1[CH:11]=[CH:10][C:9]([C:8]2[C:7](=[O:19])[C:6](=[O:20])[C:5]=2[NH:26][C:21]([CH3:23])([CH3:22])[CH2:24][CH3:25])=[CH:14][CH:13]=1, predict the reactants needed to synthesize it. The reactants are: C(O[C:5]1[C:6](=[O:20])[C:7](=[O:19])[C:8]=1[C:9]1[CH:14]=[CH:13][C:12]([C:15]([F:18])([F:17])[F:16])=[CH:11][CH:10]=1)(C)C.[C:21]([NH2:26])([CH2:24][CH3:25])([CH3:23])[CH3:22].